This data is from Experimentally validated miRNA-target interactions with 360,000+ pairs, plus equal number of negative samples. The task is: Binary Classification. Given a miRNA mature sequence and a target amino acid sequence, predict their likelihood of interaction. (1) The miRNA is hsa-miR-9-3p with sequence AUAAAGCUAGAUAACCGAAAGU. The protein sequence of the target gene is MAAQCVRLARRSLPALALSLRPSPRLLCTATKQKNSGQNLEEDMGQSEQKADPPATEKTLLEEKVKLEEQLKETVEKYKRALADTENLRQRSQKLVEEAKLYGIQAFCKDLLEVADVLEKATQCVPKEEIKDDNPHLKNLYEGLVMTEVQIQKVFTKHGLLKLNPVGAKFDPYEHEALFHTPVEGKEPGTVALVSKVGYKLHGRTLRPALVGVVKEA. Result: 0 (no interaction). (2) The miRNA is rno-miR-7b with sequence UGGAAGACUUGUGAUUUUGUUGU. The protein sequence of the target gene is MERYKALEQLLTELDDFLKILDQENLSSTALVKKSCLAELLRLYTKSSSSDEEYIYMNKVTINKQQNAESQGKAPEEQGLLPNGEPSQHSSAPQKSLPDLPPPKMIPERKQLAIPKTESPEGYYEEAEPYDTSLNEDGEAVSSSYESYDEEDGSKGKSAPYQWPSPEAGIELMRDARICAFLWRKKWLGQWAKQLCVIKDNRLLCYKSSKDHSPQLDVNLLGSSVIHKEKQVRKKEHKLKITPMNADVIVLGLQSKDQAEQWLRVIQEVSGLPSEGASEGNQYTPDAQRFNCQKPDIAEK.... Result: 0 (no interaction).